Dataset: Reaction yield outcomes from USPTO patents with 853,638 reactions. Task: Predict the reaction yield, written as a fraction of the theoretical maximum amount of product (1.0 means a 100% yield; for example, 0.34 means a 34% yield). The catalyst is O1CCOCC1.O. The reactants are [C:1]([N:8]1[CH2:18][CH2:17][CH2:16][C@@H:10]([C:11]([O:13][CH2:14][CH3:15])=[O:12])[CH2:9]1)([O:3][C:4]([CH3:7])([CH3:6])[CH3:5])=[O:2].C([C@@H]([C@H](C([O-])=O)O)O)([O-])=O.CCN(CC)CC.C(OC(OC(C)(C)C)=O)(OC(C)(C)C)=O.C(OCC)(=O)C. The yield is 1.00. The product is [C:1]([N:8]1[CH2:18][CH2:17][CH2:16][C@@H:10]([C:11]([O:13][CH2:14][CH3:15])=[O:12])[CH2:9]1)([O:3][C:4]([CH3:5])([CH3:7])[CH3:6])=[O:2].